The task is: Predict the reactants needed to synthesize the given product.. This data is from Full USPTO retrosynthesis dataset with 1.9M reactions from patents (1976-2016). (1) Given the product [C:2]([C:4]1[CH:5]=[C:6]([C:10]2[N:20]=[CH:19][CH:18]=[CH:17][C:11]=2[C:12]([O:14][CH2:15][CH3:16])=[O:13])[CH:7]=[CH:8][C:9]=1[O:26][CH2:27][CH2:28][CH2:29][C:30]1[CH:35]=[CH:34][CH:33]=[CH:32][CH:31]=1)#[N:3], predict the reactants needed to synthesize it. The reactants are: Cl.[C:2]([C:4]1[C:5](O)=[C:6]([C:10]2[N:20]=[CH:19][CH:18]=[CH:17][C:11]=2[C:12]([O:14][CH2:15][CH3:16])=[O:13])[CH:7]=[CH:8][CH:9]=1)#[N:3].CS([O:26][CH2:27][CH2:28][CH2:29][C:30]1[CH:35]=[CH:34][CH:33]=[CH:32][CH:31]=1)(=O)=O.C(=O)([O-])[O-].[K+].[K+]. (2) Given the product [Cl:14][C:10]1[CH:9]=[C:8]2[C:13]([C:4]([NH:3][C:25]([C:19]3[S:20][C:16]([Cl:15])=[N:17][N:18]=3)=[O:26])=[CH:5][CH:6]=[N:7]2)=[CH:12][CH:11]=1, predict the reactants needed to synthesize it. The reactants are: [H-].[Na+].[NH2:3][C:4]1[C:13]2[C:8](=[CH:9][C:10]([Cl:14])=[CH:11][CH:12]=2)[N:7]=[CH:6][CH:5]=1.[Cl:15][C:16]1[S:20][CH:19]=[N:18][N:17]=1.O.CN([CH:25]=[O:26])C.